This data is from Peptide-MHC class I binding affinity with 185,985 pairs from IEDB/IMGT. The task is: Regression. Given a peptide amino acid sequence and an MHC pseudo amino acid sequence, predict their binding affinity value. This is MHC class I binding data. (1) The peptide sequence is RSLYNTVATLY. The MHC is HLA-B51:01 with pseudo-sequence HLA-B51:01. The binding affinity (normalized) is 0. (2) The peptide sequence is TTANISLTA. The MHC is HLA-A68:02 with pseudo-sequence HLA-A68:02. The binding affinity (normalized) is 1.00. (3) The peptide sequence is YEGDLRVTF. The MHC is HLA-B44:02 with pseudo-sequence HLA-B44:02. The binding affinity (normalized) is 0.227. (4) The peptide sequence is DEFKPIVQY. The MHC is HLA-B44:03 with pseudo-sequence HLA-B44:03. The binding affinity (normalized) is 0.446. (5) The peptide sequence is FSFPQITLW. The MHC is HLA-B51:01 with pseudo-sequence HLA-B51:01. The binding affinity (normalized) is 0.0615. (6) The peptide sequence is KFRRFTQAI. The MHC is HLA-A68:02 with pseudo-sequence HLA-A68:02. The binding affinity (normalized) is 0.0847. (7) The peptide sequence is DGFGVHLAF. The MHC is BoLA-AW10 with pseudo-sequence BoLA-AW10. The binding affinity (normalized) is 0.0641.